From a dataset of HIV replication inhibition screening data with 41,000+ compounds from the AIDS Antiviral Screen. Binary Classification. Given a drug SMILES string, predict its activity (active/inactive) in a high-throughput screening assay against a specified biological target. The compound is COC(=O)C(=Cc1cc(OC)c(OC)c(OC)c1-c1cc2c(cc1C1(C)OCCS1)OCO2)C(=O)OC. The result is 0 (inactive).